From a dataset of NCI-60 drug combinations with 297,098 pairs across 59 cell lines. Regression. Given two drug SMILES strings and cell line genomic features, predict the synergy score measuring deviation from expected non-interaction effect. (1) Drug 1: COC1=NC(=NC2=C1N=CN2C3C(C(C(O3)CO)O)O)N. Drug 2: C1C(C(OC1N2C=NC(=NC2=O)N)CO)O. Cell line: UO-31. Synergy scores: CSS=1.17, Synergy_ZIP=0.455, Synergy_Bliss=2.06, Synergy_Loewe=-9.55, Synergy_HSA=-5.29. (2) Drug 1: C1CN1C2=NC(=NC(=N2)N3CC3)N4CC4. Drug 2: CC1=C(N=C(N=C1N)C(CC(=O)N)NCC(C(=O)N)N)C(=O)NC(C(C2=CN=CN2)OC3C(C(C(C(O3)CO)O)O)OC4C(C(C(C(O4)CO)O)OC(=O)N)O)C(=O)NC(C)C(C(C)C(=O)NC(C(C)O)C(=O)NCCC5=NC(=CS5)C6=NC(=CS6)C(=O)NCCC[S+](C)C)O. Cell line: HOP-92. Synergy scores: CSS=37.5, Synergy_ZIP=-6.16, Synergy_Bliss=-3.54, Synergy_Loewe=-3.99, Synergy_HSA=2.17. (3) Drug 1: COC1=NC(=NC2=C1N=CN2C3C(C(C(O3)CO)O)O)N. Drug 2: C1C(C(OC1N2C=NC3=C2NC=NCC3O)CO)O. Cell line: M14. Synergy scores: CSS=2.05, Synergy_ZIP=-2.05, Synergy_Bliss=-0.633, Synergy_Loewe=-0.0240, Synergy_HSA=0.137. (4) Drug 1: CCC1=C2CN3C(=CC4=C(C3=O)COC(=O)C4(CC)O)C2=NC5=C1C=C(C=C5)O. Drug 2: CCCCC(=O)OCC(=O)C1(CC(C2=C(C1)C(=C3C(=C2O)C(=O)C4=C(C3=O)C=CC=C4OC)O)OC5CC(C(C(O5)C)O)NC(=O)C(F)(F)F)O. Cell line: CCRF-CEM. Synergy scores: CSS=43.6, Synergy_ZIP=1.25, Synergy_Bliss=1.18, Synergy_Loewe=2.32, Synergy_HSA=2.39. (5) Drug 1: CC=C1C(=O)NC(C(=O)OC2CC(=O)NC(C(=O)NC(CSSCCC=C2)C(=O)N1)C(C)C)C(C)C. Drug 2: CN1C2=C(C=C(C=C2)N(CCCl)CCCl)N=C1CCCC(=O)O.Cl. Cell line: SNB-75. Synergy scores: CSS=39.4, Synergy_ZIP=-1.30, Synergy_Bliss=-1.61, Synergy_Loewe=-77.7, Synergy_HSA=-0.651. (6) Drug 1: CC1=C(C(CCC1)(C)C)C=CC(=CC=CC(=CC(=O)O)C)C. Drug 2: CN(CCCl)CCCl.Cl. Cell line: NCI/ADR-RES. Synergy scores: CSS=-1.27, Synergy_ZIP=1.53, Synergy_Bliss=4.78, Synergy_Loewe=-9.33, Synergy_HSA=-6.72. (7) Drug 1: CCC1(CC2CC(C3=C(CCN(C2)C1)C4=CC=CC=C4N3)(C5=C(C=C6C(=C5)C78CCN9C7C(C=CC9)(C(C(C8N6C)(C(=O)OC)O)OC(=O)C)CC)OC)C(=O)OC)O.OS(=O)(=O)O. Drug 2: C1=NNC2=C1C(=O)NC=N2. Cell line: OVCAR-5. Synergy scores: CSS=4.68, Synergy_ZIP=-3.08, Synergy_Bliss=-3.22, Synergy_Loewe=-5.17, Synergy_HSA=-1.57.